Dataset: Reaction yield outcomes from USPTO patents with 853,638 reactions. Task: Predict the reaction yield, written as a fraction of the theoretical maximum amount of product (1.0 means a 100% yield; for example, 0.34 means a 34% yield). (1) The reactants are [CH3:1][C:2]1[O:3][C:4]2[C:13]3[C:12](=[CH:14][CH2:15][NH:16][C:17](=[O:19])[CH3:18])[CH2:11][CH2:10][C:9]=3[CH:8]=[CH:7][C:5]=2[N:6]=1. The catalyst is CO.[C].[Pd]. The product is [CH3:1][C:2]1[O:3][C:4]2[C:13]3[CH:12]([CH2:14][CH2:15][NH:16][C:17](=[O:19])[CH3:18])[CH2:11][CH2:10][C:9]=3[CH:8]=[CH:7][C:5]=2[N:6]=1. The yield is 0.890. (2) The reactants are Br[C:2]1[CH:17]=[CH:16][C:5]([CH2:6][CH2:7][NH:8][C:9](=[O:15])[O:10][C:11]([CH3:14])([CH3:13])[CH3:12])=[CH:4][CH:3]=1.[B:18]1([B:18]2[O:22][C:21]([CH3:24])([CH3:23])[C:20]([CH3:26])([CH3:25])[O:19]2)[O:22][C:21]([CH3:24])([CH3:23])[C:20]([CH3:26])([CH3:25])[O:19]1.C([O-])(=O)C.[K+]. The catalyst is O1CCOCC1. The product is [CH3:25][C:20]1([CH3:26])[C:21]([CH3:24])([CH3:23])[O:22][B:18]([C:2]2[CH:17]=[CH:16][C:5]([CH2:6][CH2:7][NH:8][C:9](=[O:15])[O:10][C:11]([CH3:14])([CH3:13])[CH3:12])=[CH:4][CH:3]=2)[O:19]1. The yield is 0.700. (3) The reactants are [CH3:1][O:2][C:3]([C@@:5]1([Cl:29])[C@H:7]([C:8]2[CH:13]=[CH:12][C:11](B3OC(C)(C)C(C)(C)O3)=[CH:10][CH:9]=2)[C@H:6]1[C:23]1[CH:28]=[CH:27][CH:26]=[CH:25][CH:24]=1)=[O:4].[Br-].[CH3:31][C:32]1[CH:33]=[N:34][CH:35]=[N:36][CH:37]=1.[F-].[Cs+]. The catalyst is O1CCOCC1.O.C1C=CC(P(C2C=CC=CC=2)[C-]2C=CC=C2)=CC=1.C1C=CC(P(C2C=CC=CC=2)[C-]2C=CC=C2)=CC=1.Cl[Pd]Cl.[Fe+2]. The product is [CH3:1][O:2][C:3]([C@:5]1([Cl:29])[C@H:6]([C:23]2[CH:24]=[CH:25][CH:26]=[CH:27][CH:28]=2)[C@H:7]1[C:8]1[CH:13]=[CH:12][C:11]([C:35]2[N:36]=[CH:37][C:32]([CH3:31])=[CH:33][N:34]=2)=[CH:10][CH:9]=1)=[O:4]. The yield is 0.100. (4) The catalyst is C1COCC1. The reactants are [Li]C(CC)C.C1CCCCC1.C(=O)=O.CC(C)=O.CN(CCN(C)C)C.[CH2:27]([N:29]([CH:39]([O:44][CH3:45])[C:40]([CH3:43])([CH3:42])[CH3:41])[C:30](=[O:38])[C:31]1[CH:36]=[CH:35][CH:34]=[CH:33][C:32]=1[Cl:37])[CH3:28].[CH3:46][Si:47](Cl)([CH3:49])[CH3:48]. The yield is 0.600. The product is [Cl:37][C:32]1[CH:33]=[CH:34][CH:35]=[C:36]([Si:47]([CH3:49])([CH3:48])[CH3:46])[C:31]=1[C:30]([N:29]([CH2:27][CH3:28])[CH:39]([O:44][CH3:45])[C:40]([CH3:41])([CH3:43])[CH3:42])=[O:38]. (5) The reactants are C(OC([C:6]1[C:15](=[O:16])[C:14]2[C:9](=[N:10][C:11]([CH3:17])=[CH:12][CH:13]=2)[NH:8][CH:7]=1)=O)C.[OH-].[Na+].Cl. The catalyst is O. The product is [CH3:17][C:11]1[N:10]=[C:9]2[C:14]([C:15]([OH:16])=[CH:6][CH:7]=[N:8]2)=[CH:13][CH:12]=1. The yield is 0.820. (6) The catalyst is N1C=CC=CC=1. The reactants are [NH2:1][C:2]1[CH:7]=[CH:6][C:5]([Br:8])=[CH:4][C:3]=1[C:9](=O)[CH3:10].Cl.C([O:15][C:16](=O)[CH2:17][NH2:18])C. The product is [Br:8][C:5]1[CH:6]=[CH:7][C:2]2[NH:1][C:16](=[O:15])[CH2:17][N:18]=[C:9]([CH3:10])[C:3]=2[CH:4]=1. The yield is 0.160. (7) The reactants are [N:1]1([C:6]2[C:11]([CH:12]=[CH2:13])=[CH:10][CH:9]=[C:8]([C:14]([F:17])([F:16])[F:15])[N:7]=2)[CH2:5][CH2:4][CH2:3][CH2:2]1.CN1C=CN=C1.[CH2:24]([O:26][C:27](=[O:31])[CH:28]=[N+]=[N-])[CH3:25]. The catalyst is C1(C)C=CC=CC=1. The product is [N:1]1([C:6]2[C:11]([CH:12]3[CH2:13][CH:28]3[C:27]([O:26][CH2:24][CH3:25])=[O:31])=[CH:10][CH:9]=[C:8]([C:14]([F:17])([F:15])[F:16])[N:7]=2)[CH2:2][CH2:3][CH2:4][CH2:5]1. The yield is 0.930.